From a dataset of Forward reaction prediction with 1.9M reactions from USPTO patents (1976-2016). Predict the product of the given reaction. Given the reactants [OH:1][N:2]=[CH:3][C:4]1[N:9]=[CH:8][C:7]2[C:10]3([CH2:15][N:14]([C:16]([O:18][C:19]([CH3:22])([CH3:21])[CH3:20])=[O:17])[CH2:13]3)[O:11][CH2:12][C:6]=2[CH:5]=1.C1C(=O)N(Cl)C(=O)C1.[Cl:31][C:32]1[CH:37]=[C:36]([C:38]([C:40]([F:43])([F:42])[F:41])=[CH2:39])[CH:35]=[C:34]([Cl:44])[C:33]=1[F:45], predict the reaction product. The product is: [Cl:31][C:32]1[CH:37]=[C:36]([C:38]2([C:40]([F:43])([F:42])[F:41])[O:1][N:2]=[C:3]([C:4]3[N:9]=[CH:8][C:7]4[C:10]5([CH2:15][N:14]([C:16]([O:18][C:19]([CH3:22])([CH3:21])[CH3:20])=[O:17])[CH2:13]5)[O:11][CH2:12][C:6]=4[CH:5]=3)[CH2:39]2)[CH:35]=[C:34]([Cl:44])[C:33]=1[F:45].